This data is from Full USPTO retrosynthesis dataset with 1.9M reactions from patents (1976-2016). The task is: Predict the reactants needed to synthesize the given product. (1) Given the product [Br:22][C:23]1[CH:24]=[C:25]([Cl:31])[CH:26]=[C:27]([CH:30]=1)[CH2:28][N:19]1[CH2:20][CH2:21][C:15]2([O:14][N:13]=[C:12]([C:9]3[CH:10]=[CH:11][C:6]([C:4]([O:3][CH3:2])=[O:5])=[CH:7][CH:8]=3)[CH2:16]2)[CH2:17][CH2:18]1, predict the reactants needed to synthesize it. The reactants are: Cl.[CH3:2][O:3][C:4]([C:6]1[CH:11]=[CH:10][C:9]([C:12]2[CH2:16][C:15]3([CH2:21][CH2:20][NH2+:19][CH2:18][CH2:17]3)[O:14][N:13]=2)=[CH:8][CH:7]=1)=[O:5].[Br:22][C:23]1[CH:24]=[C:25]([Cl:31])[CH:26]=[C:27]([CH:30]=1)[CH:28]=O. (2) Given the product [O:1]1[C:6]2[CH:7]=[CH:8][C:9]([CH2:11][NH:12][CH:20]3[CH2:25][CH2:24][N:23]([CH2:26][CH2:27][N:28]4[C:37]5[C:32](=[CH:33][CH:34]=[CH:35][CH:36]=5)[C:31]([Cl:38])=[CH:30][C:29]4=[O:39])[CH2:22][CH2:21]3)=[CH:10][C:5]=2[O:4][CH2:3][CH2:2]1, predict the reactants needed to synthesize it. The reactants are: [O:1]1[C:6]2[CH:7]=[CH:8][C:9]([CH2:11][N:12]([CH:20]3[CH2:25][CH2:24][N:23]([CH2:26][CH2:27][N:28]4[C:37]5[C:32](=[CH:33][CH:34]=[CH:35][CH:36]=5)[C:31]([Cl:38])=[CH:30][C:29]4=[O:39])[CH2:22][CH2:21]3)C(=O)OC(C)(C)C)=[CH:10][C:5]=2[O:4][CH2:3][CH2:2]1.FC(F)(F)C(O)=O. (3) Given the product [F:1][C:2]([F:12])([F:11])[C:3]1[C:4]([C:13]([O:17][CH2:18][CH3:19])=[O:20])=[CH:5][NH:32][N:31]=1, predict the reactants needed to synthesize it. The reactants are: [F:1][C:2]([F:12])([F:11])[C:3](=O)[CH2:4][C:5](OCC)=O.[CH:13]([O:20]CC)([O:17][CH2:18][CH3:19])OCC.C(OC(=O)C)(=O)C.O.[NH2:31][NH2:32]. (4) Given the product [Br:1][C:2]1[C:3]([F:13])=[CH:4][CH:5]=[C:6]2[C:11]=1[N:10]=[C:9]([O:12][CH3:14])[CH:8]=[CH:7]2, predict the reactants needed to synthesize it. The reactants are: [Br:1][C:2]1[C:3]([F:13])=[CH:4][CH:5]=[C:6]2[C:11]=1[NH:10][C:9](=[O:12])[CH:8]=[CH:7]2.[C:14](=O)([O-])[O-].[K+].[K+].CI.